Task: Predict the reaction yield, written as a fraction of the theoretical maximum amount of product (1.0 means a 100% yield; for example, 0.34 means a 34% yield).. Dataset: Reaction yield outcomes from USPTO patents with 853,638 reactions (1) The reactants are [NH2:1][C@H:2]([C:6]([OH:8])=[O:7])[CH:3]([CH3:5])[CH3:4].[O:9]1[CH:13]=[CH:12][CH:11]=[C:10]1[C:14]1[O:18][C:17](=[O:19])[C:16]2([CH2:24][CH2:23][CH2:22][CH2:21][CH2:20]2)[N:15]=1. The catalyst is CN1CCOCC1. The product is [O:9]1[CH:13]=[CH:12][CH:11]=[C:10]1[C:14]([NH:15][C:16]1([C:17]([NH:1][C@H:2]([C:6]([OH:8])=[O:7])[CH:3]([CH3:5])[CH3:4])=[O:19])[CH2:24][CH2:23][CH2:22][CH2:21][CH2:20]1)=[O:18]. The yield is 0.125. (2) The reactants are O[CH2:2][C:3]1[CH:4]=[C:5]([C:21]([NH:23][CH2:24][C:25]2[CH:30]=[CH:29][C:28]([S:31]([CH3:34])(=[O:33])=[O:32])=[CH:27][CH:26]=2)=[O:22])[C:6](=[O:20])[N:7]([C:10]2[CH:15]=[CH:14][CH:13]=[C:12]([C:16]([F:19])([F:18])[F:17])[CH:11]=2)[C:8]=1[CH3:9].S(Cl)([Cl:37])=O. No catalyst specified. The product is [Cl:37][CH2:2][C:3]1[CH:4]=[C:5]([C:21]([NH:23][CH2:24][C:25]2[CH:30]=[CH:29][C:28]([S:31]([CH3:34])(=[O:33])=[O:32])=[CH:27][CH:26]=2)=[O:22])[C:6](=[O:20])[N:7]([C:10]2[CH:15]=[CH:14][CH:13]=[C:12]([C:16]([F:19])([F:18])[F:17])[CH:11]=2)[C:8]=1[CH3:9]. The yield is 0.970. (3) The reactants are Br[C:2]1[CH:17]=[CH:16][C:5]([CH2:6][CH2:7][NH:8][C:9](=[O:15])[O:10][C:11]([CH3:14])([CH3:13])[CH3:12])=[CH:4][CH:3]=1.[B:18]1([B:18]2[O:22][C:21]([CH3:24])([CH3:23])[C:20]([CH3:26])([CH3:25])[O:19]2)[O:22][C:21]([CH3:24])([CH3:23])[C:20]([CH3:26])([CH3:25])[O:19]1.C([O-])(=O)C.[K+]. The catalyst is O1CCOCC1.C(OCC)(=O)C.C1C=CC(P(C2C=CC=CC=2)[C-]2C=CC=C2)=CC=1.C1C=CC(P(C2C=CC=CC=2)[C-]2C=CC=C2)=CC=1.Cl[Pd]Cl.[Fe+2].C1(P(C2C=CC=CC=2)[C-]2C=CC=C2)C=CC=CC=1.[C-]1(P(C2C=CC=CC=2)C2C=CC=CC=2)C=CC=C1.[Fe+2]. The product is [CH3:25][C:20]1([CH3:26])[C:21]([CH3:24])([CH3:23])[O:22][B:18]([C:2]2[CH:17]=[CH:16][C:5]([CH2:6][CH2:7][NH:8][C:9](=[O:15])[O:10][C:11]([CH3:14])([CH3:13])[CH3:12])=[CH:4][CH:3]=2)[O:19]1. The yield is 1.04. (4) The reactants are Br[C:2]1[CH:3]=[C:4]([CH:10]=[CH:11][CH:12]=1)[C:5]([O:7][CH2:8][CH3:9])=[O:6].[CH:13]([C:15]1[CH:20]=[CH:19][C:18](B(O)O)=[CH:17][CH:16]=1)=[O:14]. No catalyst specified. The product is [CH:13]([C:15]1[CH:20]=[CH:19][C:18]([C:2]2[CH:12]=[CH:11][CH:10]=[C:4]([C:5]([O:7][CH2:8][CH3:9])=[O:6])[CH:3]=2)=[CH:17][CH:16]=1)=[O:14]. The yield is 0.600. (5) The reactants are [CH3:1][C:2]1[NH:3][C:4]2[C:9]([CH:10]=1)=[CH:8][C:7]([NH2:11])=[CH:6][CH:5]=2.N([O-])=O.[Na+].[N-:16]=[N+:17]=[N-].[Na+]. The catalyst is CC(O)=O.O. The product is [CH3:1][C:2]1[NH:3][C:4]2[C:9]([CH:10]=1)=[CH:8][C:7]([N:11]=[N+:16]=[N-:17])=[CH:6][CH:5]=2. The yield is 0.660. (6) The reactants are [CH3:1][O:2][C:3]1[CH:4]=[CH:5][C:6]2[CH:10]=[C:9]([CH3:11])[S:8][C:7]=2[CH:12]=1.[Br:13]Br. The catalyst is C(Cl)(Cl)Cl. The product is [Br:13][C:10]1[C:6]2[CH:5]=[CH:4][C:3]([O:2][CH3:1])=[CH:12][C:7]=2[S:8][C:9]=1[CH3:11]. The yield is 0.880. (7) The reactants are [C:1]([C:5]1[CH:10]=[CH:9][C:8]([OH:11])=[CH:7][CH:6]=1)([CH3:4])([CH3:3])[CH3:2].CO.O.C(Cl)[Cl:16]. No catalyst specified. The product is [C:1]([C:5]1[CH:6]=[CH:7][C:8]([OH:11])=[C:9]([Cl:16])[CH:10]=1)([CH3:4])([CH3:2])[CH3:3]. The yield is 0.950. (8) The reactants are [O:1]1[C:5]2[CH:6]=[CH:7][C:8]([C:10]3([C:13]([NH:15][C:16]4[CH:21]=[CH:20][C:19]([CH2:22]O)=[C:18]([Br:24])[CH:17]=4)=[O:14])[CH2:12][CH2:11]3)=[CH:9][C:4]=2[O:3][CH2:2]1.CS(Cl)(=O)=O.[CH:30]([N:33](CC)C(C)C)(C)C.[C-]#N.[K+]. The catalyst is C(#N)C.ClCCl. The product is [O:1]1[C:5]2[CH:6]=[CH:7][C:8]([C:10]3([C:13]([NH:15][C:16]4[CH:21]=[CH:20][C:19]([CH2:22][C:30]#[N:33])=[C:18]([Br:24])[CH:17]=4)=[O:14])[CH2:12][CH2:11]3)=[CH:9][C:4]=2[O:3][CH2:2]1. The yield is 0.460.